The task is: Predict the product of the given reaction.. This data is from Forward reaction prediction with 1.9M reactions from USPTO patents (1976-2016). (1) Given the reactants Cl.Cl.[Cl:3][C:4]1[CH:9]=[C:8]([Cl:10])[CH:7]=[CH:6][C:5]=1[C:11]1[C:16]([C:17]2C=CN[N:18]=2)=[CH:15][N:14]=[C:13]([NH:22][CH2:23][CH2:24][NH:25][C:26]2[CH:31]=[CH:30][C:29]([N+:32]([O-:34])=[O:33])=[CH:28][N:27]=2)[N:12]=1.[N:35]1[C:39]2[CH:40]=[CH:41][CH:42]=[CH:43][C:38]=2NC=1C(=CN(C)C)C(C1C=CC([Cl:53])=CC=1Cl)=O, predict the reaction product. The product is: [ClH:3].[ClH:53].[N:18]1[C:38]2[CH:43]=[CH:42][CH:41]=[CH:40][C:39]=2[NH:35][C:17]=1[C:16]1[C:11]([C:5]2[CH:6]=[CH:7][C:8]([Cl:10])=[CH:9][C:4]=2[Cl:3])=[N:12][C:13]([NH:22][CH2:23][CH2:24][NH:25][C:26]2[CH:31]=[CH:30][C:29]([N+:32]([O-:34])=[O:33])=[CH:28][N:27]=2)=[N:14][CH:15]=1. (2) Given the reactants [CH3:1][NH:2][CH:3]1[CH2:16][C:15]2[C:6]([CH3:25])([CH:7]3[CH:12]([CH2:13][CH:14]=2)[CH:11]2[CH2:17][CH2:18][CH:19]4[CH:20]([CH3:24])[N:21]([CH3:23])[CH2:22][C:10]24[CH2:9][CH2:8]3)[CH2:5][CH2:4]1.[C:26]([NH:29][C@@H:30]([C:32]([OH:34])=O)[CH3:31])(=[O:28])[CH3:27].Cl.CN(C)CCCN=C=NCC.ON1C2C=CC=CC=2N=N1, predict the reaction product. The product is: [C:26]([NH:29][CH:30]([CH3:31])[C:32]([N:2]([CH3:1])[CH:3]1[CH2:16][C:15]2[C:6]([CH3:25])([CH:7]3[CH:12]([CH2:13][CH:14]=2)[CH:11]2[CH2:17][CH2:18][CH:19]4[CH:20]([CH3:24])[N:21]([CH3:23])[CH2:22][C:10]24[CH2:9][CH2:8]3)[CH2:5][CH2:4]1)=[O:34])(=[O:28])[CH3:27]. (3) The product is: [CH3:1][C:2]1[CH:7]=[C:6]([C:25]2[CH:26]=[N:27][N:28]([CH:30]3[CH2:33][CH:32]([C:34]([O:36][CH3:37])=[O:35])[CH2:31]3)[CH:29]=2)[CH:5]=[C:4]([NH:17][C:18]2[N:19]=[CH:20][CH:21]=[CH:22][N:23]=2)[CH:3]=1. Given the reactants [CH3:1][C:2]1[CH:3]=[C:4]([NH:17][C:18]2[N:23]=[CH:22][CH:21]=[CH:20][N:19]=2)[CH:5]=[C:6](B2OC(C)(C)C(C)(C)O2)[CH:7]=1.Br[C:25]1[CH:26]=[N:27][N:28]([CH:30]2[CH2:33][CH:32]([C:34]([O:36][CH3:37])=[O:35])[CH2:31]2)[CH:29]=1.CC(C1C=C(C(C)C)C(C2C=CC=CC=2P(C2CCCCC2)C2CCCCC2)=C(C(C)C)C=1)C.C(=O)([O-])[O-].[Cs+].[Cs+], predict the reaction product. (4) Given the reactants [Cl:1][C:2]1[CH:3]=[C:4]2[C:8](=[CH:9][CH:10]=1)[NH:7][C:6]([CH2:11][CH2:12][CH2:13][CH2:14][CH:15]([CH3:17])[CH3:16])=[CH:5]2.[OH-].[K+].[CH3:20][CH:21]1[CH2:26][C:25](=[O:27])[O:24][C:23](=[O:28])[CH2:22]1, predict the reaction product. The product is: [Cl:1][C:2]1[CH:3]=[C:4]2[C:8](=[CH:9][CH:10]=1)[N:7]([C:25](=[O:27])[CH2:26][CH:21]([CH3:20])[CH2:22][C:23]([OH:28])=[O:24])[C:6]([CH2:11][CH2:12][CH2:13][CH2:14][CH:15]([CH3:17])[CH3:16])=[CH:5]2. (5) The product is: [CH2:25]([NH:28][C:2]1[N:3]=[C:4]([NH:12][CH2:13][CH2:14][CH2:15][CH2:16][CH2:17][CH2:18][CH2:19][CH2:20][CH2:21][CH2:22][CH2:23][CH3:24])[C:5]2[S:10][CH:9]=[C:8]([CH3:11])[C:6]=2[N:7]=1)[CH:26]=[CH2:27]. Given the reactants Cl[C:2]1[N:3]=[C:4]([NH:12][CH2:13][CH2:14][CH2:15][CH2:16][CH2:17][CH2:18][CH2:19][CH2:20][CH2:21][CH2:22][CH2:23][CH3:24])[C:5]2[S:10][CH:9]=[C:8]([CH3:11])[C:6]=2[N:7]=1.[CH2:25]([NH2:28])[CH:26]=[CH2:27].C(=O)([O-])O.[Na+], predict the reaction product. (6) Given the reactants [H-].[Na+].Cl[CH2:4][CH2:5][O:6][CH2:7][C:8]1[C:13]([C:14]([C:16]2[C:17](=[O:25])[CH:18]3[CH2:24][CH:21]([C:22]=2[OH:23])[CH2:20][CH2:19]3)=[O:15])=[CH:12][CH:11]=[C:10]([C:26]([F:29])([F:28])[F:27])[N:9]=1.[CH3:30][C:31]1[S:35][C:34](=[O:36])[NH:33][N:32]=1.O, predict the reaction product. The product is: [OH:23][C:22]1[CH:21]2[CH2:24][CH:18]([C:17](=[O:25])[C:16]=1[C:14]([C:13]1[C:8]([CH2:7][O:6][CH2:5][CH2:4][N:33]3[N:32]=[C:31]([CH3:30])[S:35][C:34]3=[O:36])=[N:9][C:10]([C:26]([F:29])([F:28])[F:27])=[CH:11][CH:12]=1)=[O:15])[CH2:19][CH2:20]2. (7) Given the reactants Br[C:2]1[CH:11]=[C:10]([C:12]([N:14]2[CH2:19][CH2:18][CH:17]([N:20]3[CH2:32][CH2:31][CH2:30][C:22]4([C:26](=[O:27])[O:25][C:24]([CH3:29])([CH3:28])[CH2:23]4)[CH2:21]3)[CH2:16][CH2:15]2)=[O:13])[C:9]2[C:4](=[CH:5][CH:6]=[CH:7][CH:8]=2)[N:3]=1.[NH:33]1[CH2:38][CH2:37][CH:36]([C:39]([O:41][CH2:42][CH3:43])=[O:40])[CH2:35][CH2:34]1.C(=O)([O-])[O-].[K+].[K+].CS(C)=O, predict the reaction product. The product is: [CH3:28][C:24]1([CH3:29])[CH2:23][C:22]2([CH2:30][CH2:31][CH2:32][N:20]([CH:17]3[CH2:18][CH2:19][N:14]([C:12]([C:10]4[C:9]5[C:4](=[CH:5][CH:6]=[CH:7][CH:8]=5)[N:3]=[C:2]([N:33]5[CH2:38][CH2:37][CH:36]([C:39]([O:41][CH2:42][CH3:43])=[O:40])[CH2:35][CH2:34]5)[CH:11]=4)=[O:13])[CH2:15][CH2:16]3)[CH2:21]2)[C:26](=[O:27])[O:25]1. (8) Given the reactants [C:1]([NH:4][S:5]([C:8]1[CH:13]=[CH:12][CH:11]=[CH:10][C:9]=1[C:14]1[N:19]=[CH:18][C:17]([CH2:20][N:21]2[C:25]([CH2:26][CH2:27][CH3:28])=[CH:24][C:23](C(O)=O)=[N:22]2)=[CH:16][CH:15]=1)(=[O:7])=[O:6])(=[O:3])[CH3:2].CN([CH:35]=[O:36])C.CN(C(ON1N=NC2C=CC=NC1=2)=[N+](C)C)C.F[P-](F)(F)(F)(F)F.[NH2:61][C@H:62]([CH2:68][C:69]1[CH:74]=[CH:73][CH:72]=[CH:71][CH:70]=1)[C@@H:63]([OH:67])[C:64]([OH:66])=[O:65].Cl.CCN(C(C)C)C(C)C, predict the reaction product. The product is: [C:1]([NH:4][S:5]([C:8]1[CH:13]=[CH:12][CH:11]=[CH:10][C:9]=1[C:14]1[N:19]=[CH:18][C:17]([CH2:20][N:21]2[C:25]([CH2:26][CH2:27][CH3:28])=[CH:24][C:23]([C:35]([NH:61][C@H:62]([CH2:68][C:69]3[CH:74]=[CH:73][CH:72]=[CH:71][CH:70]=3)[C@@H:63]([OH:67])[C:64]([OH:66])=[O:65])=[O:36])=[N:22]2)=[CH:16][CH:15]=1)(=[O:7])=[O:6])(=[O:3])[CH3:2].